The task is: Predict the reaction yield, written as a fraction of the theoretical maximum amount of product (1.0 means a 100% yield; for example, 0.34 means a 34% yield).. This data is from Reaction yield outcomes from USPTO patents with 853,638 reactions. (1) The reactants are [CH:1]1[C:10]2[C:5](=[CH:6][CH:7]=[CH:8][CH:9]=2)[CH:4]=[CH:3][C:2]=1[CH:11]=O.C(O[C:16](=[O:20])[CH2:17][C:18]#[N:19])C.[CH:21]1([NH:24][C:25]([NH2:27])=[NH:26])[CH2:23][CH2:22]1.Cl.C(=O)([O-])[O-].[K+].[K+]. The catalyst is C(O)C. The product is [C:18]([C:17]1[C:16](=[O:20])[NH:27][C:25]([NH:24][CH:21]2[CH2:23][CH2:22]2)=[N:26][C:11]=1[C:2]1[CH:3]=[CH:4][C:5]2[C:10](=[CH:9][CH:8]=[CH:7][CH:6]=2)[CH:1]=1)#[N:19]. The yield is 0.510. (2) The product is [NH2:1][C:2]1[C:3]([CH:14]2[CH2:16][CH2:15]2)=[N:4][C:5]([Cl:12])=[CH:6][C:7]=1[C:8]([O:10][CH3:11])=[O:9]. The catalyst is O1CCOCC1.C1C=CC(/C=C/C(/C=C/C2C=CC=CC=2)=O)=CC=1.C1C=CC(/C=C/C(/C=C/C2C=CC=CC=2)=O)=CC=1.C1C=CC(/C=C/C(/C=C/C2C=CC=CC=2)=O)=CC=1.[Pd].[Pd].COC1C=CC=C(OC)C=1C1C=CC=CC=1P(C1CCCCC1)C1CCCCC1. The reactants are [NH2:1][C:2]1[C:3](I)=[N:4][C:5]([Cl:12])=[CH:6][C:7]=1[C:8]([O:10][CH3:11])=[O:9].[CH:14]1(B(O)O)[CH2:16][CH2:15]1.C(=O)([O-])[O-].[K+].[K+].O. The yield is 0.990.